From a dataset of Reaction yield outcomes from USPTO patents with 853,638 reactions. Predict the reaction yield, written as a fraction of the theoretical maximum amount of product (1.0 means a 100% yield; for example, 0.34 means a 34% yield). (1) The reactants are [NH2:1][C:2]1[NH:6][N:5]=[C:4]([CH2:7][CH2:8][C:9]2[N:14]=[C:13]([C:15]([NH:17][CH3:18])=[O:16])[CH:12]=[C:11]([O:19][CH3:20])[CH:10]=2)[CH:3]=1.Cl[C:22]1[CH:27]=[CH:26][N:25]=[C:24]([NH:28][CH2:29][C:30]2[O:34][N:33]=[C:32]([CH3:35])[CH:31]=2)[N:23]=1. The catalyst is C(O)C. The yield is 0.300. The product is [CH3:20][O:19][C:11]1[CH:10]=[C:9]([CH2:8][CH2:7][C:4]2[CH:3]=[C:2]([NH:1][C:22]3[CH:27]=[CH:26][N:25]=[C:24]([NH:28][CH2:29][C:30]4[O:34][N:33]=[C:32]([CH3:35])[CH:31]=4)[N:23]=3)[NH:6][N:5]=2)[N:14]=[C:13]([C:15]([NH:17][CH3:18])=[O:16])[CH:12]=1. (2) The reactants are [OH-].[Na+].[CH2:3]([C:5]1[CH:10]=[CH:9][CH:8]=[CH:7][C:6]=1[C:11]1[CH:16]=[CH:15][C:14]([C:17]([O:19]C)=[O:18])=[CH:13][C:12]=1[C:21]([F:24])([F:23])[F:22])[CH3:4]. The catalyst is CCO. The product is [CH2:3]([C:5]1[CH:10]=[CH:9][CH:8]=[CH:7][C:6]=1[C:11]1[CH:16]=[CH:15][C:14]([C:17]([OH:19])=[O:18])=[CH:13][C:12]=1[C:21]([F:22])([F:23])[F:24])[CH3:4]. The yield is 0.930. (3) The yield is 0.626. The reactants are [N+:1]([C:4]1[CH:9]=[CH:8][CH:7]=[CH:6][C:5]=1[S:10](Cl)(=[O:12])=[O:11])([O-:3])=[O:2].Cl.[CH2:15]([O:22][NH2:23])[C:16]1[CH:21]=[CH:20][CH:19]=[CH:18][CH:17]=1. The catalyst is N1C=CC=CC=1. The product is [CH2:15]([O:22][NH:23][S:10]([C:5]1[CH:6]=[CH:7][CH:8]=[CH:9][C:4]=1[N+:1]([O-:3])=[O:2])(=[O:12])=[O:11])[C:16]1[CH:21]=[CH:20][CH:19]=[CH:18][CH:17]=1. (4) The reactants are [N+:1]([C:4]1[CH:5]=[C:6]2[C:10](=[CH:11][CH:12]=1)[NH:9][C:8](=[O:13])[CH2:7]2)([O-])=O. The catalyst is CC(N(C)C)=O.[Pd]. The product is [NH2:1][C:4]1[CH:5]=[C:6]2[C:10](=[CH:11][CH:12]=1)[NH:9][C:8](=[O:13])[CH2:7]2. The yield is 0.500. (5) The reactants are [CH3:1][C:2]1([CH3:17])[C:10]2[C:5](=[CH:6][C:7]([N+:11]([O-])=O)=[CH:8][CH:9]=2)[N:4]([C:14](=[O:16])[CH3:15])[CH2:3]1. The catalyst is CO.[Pd]. The product is [NH2:11][C:7]1[CH:6]=[C:5]2[C:10]([C:2]([CH3:17])([CH3:1])[CH2:3][N:4]2[C:14](=[O:16])[CH3:15])=[CH:9][CH:8]=1. The yield is 0.610. (6) The reactants are [CH3:1][O:2][C:3]([C:5]1[S:6][C:7]([CH2:10][CH2:11][CH2:12][C@H:13]2[CH2:17][CH2:16]C(=O)[C@@H:14]2[C:19]2[CH:24]=[CH:23][C:22]([CH:25]([O:31][CH2:32][C:33]3[CH:38]=[CH:37][C:36]([O:39][CH3:40])=[CH:35][CH:34]=3)[CH2:26][CH2:27][CH2:28][CH2:29][CH3:30])=[CH:21][CH:20]=2)=[CH:8][CH:9]=1)=[O:4].CCN(CC)CC.[CH:48]([Cl:51])(Cl)[Cl:49]. The catalyst is CO. The product is [CH3:1][O:2][C:3]([C:5]1[S:6][C:7]([CH2:10][CH2:11][CH2:12][C@H:13]2[CH2:17][CH2:16][C:48]([Cl:51])([Cl:49])[C@@H:14]2[C:19]2[CH:20]=[CH:21][C:22]([CH:25]([O:31][CH2:32][C:33]3[CH:38]=[CH:37][C:36]([O:39][CH3:40])=[CH:35][CH:34]=3)[CH2:26][CH2:27][CH2:28][CH2:29][CH3:30])=[CH:23][CH:24]=2)=[CH:8][CH:9]=1)=[O:4]. The yield is 0.490. (7) The reactants are I[C:2]1[C:3]([C:24]2[CH:29]=[CH:28][N:27]=[CH:26][CH:25]=2)=[N:4][N:5]2[C:10]([CH:11]3[CH2:17][CH:16]4[N:18]([C:19]([O:21][CH2:22][CH3:23])=[O:20])[CH:13]([CH2:14][CH2:15]4)[CH2:12]3)=[CH:9][CH:8]=[N:7][C:6]=12.[CH3:30][S:31]([NH:34][C:35]1[CH:36]=[C:37](B(O)O)[CH:38]=[CH:39][CH:40]=1)(=[O:33])=[O:32]. No catalyst specified. The product is [CH3:30][S:31]([NH:34][C:35]1[CH:36]=[C:37]([C:2]2[C:3]([C:24]3[CH:25]=[CH:26][N:27]=[CH:28][CH:29]=3)=[N:4][N:5]3[C:10]([CH:11]4[CH2:12][CH:13]5[N:18]([C:19]([O:21][CH2:22][CH3:23])=[O:20])[CH:16]([CH2:15][CH2:14]5)[CH2:17]4)=[CH:9][CH:8]=[N:7][C:6]=23)[CH:38]=[CH:39][CH:40]=1)(=[O:33])=[O:32]. The yield is 0.703.